This data is from Full USPTO retrosynthesis dataset with 1.9M reactions from patents (1976-2016). The task is: Predict the reactants needed to synthesize the given product. (1) Given the product [NH2:24][C:19]1[N:18]=[C:17]([N:8]2[C:6]3[C:5](=[CH:4][CH:3]=[C:2]([C:28]#[C:27][C:29]4([OH:34])[CH2:33][CH2:32][CH2:31][CH2:30]4)[CH:7]=3)[C:10]3([CH2:11][CH2:12][N:13]([CH3:16])[CH2:14][CH2:15]3)[CH2:9]2)[C:22]([Cl:23])=[CH:21][N:20]=1, predict the reactants needed to synthesize it. The reactants are: Br[C:2]1[CH:7]=[C:6]2[N:8]([C:17]3[C:22]([Cl:23])=[CH:21][N:20]=[C:19]([NH2:24])[N:18]=3)[CH2:9][C:10]3([CH2:15][CH2:14][N:13]([CH3:16])[CH2:12][CH2:11]3)[C:5]2=[CH:4][CH:3]=1.N#N.[C:27]([C:29]1([OH:34])[CH2:33][CH2:32][CH2:31][CH2:30]1)#[CH:28].[OH-].[Na+]. (2) Given the product [F:30][C:27]1[CH:28]=[CH:29][C:24]([CH2:23][CH:20]2[CH2:21][CH2:22][N:17]([C:15](=[O:16])[CH2:14][NH:1][C:2]3[CH:3]=[CH:4][C:5]4[O:10][CH2:9][C:8](=[O:11])[NH:7][C:6]=4[CH:12]=3)[CH2:18][CH2:19]2)=[CH:25][CH:26]=1, predict the reactants needed to synthesize it. The reactants are: [NH2:1][C:2]1[CH:3]=[CH:4][C:5]2[O:10][CH2:9][C:8](=[O:11])[NH:7][C:6]=2[CH:12]=1.Cl[CH2:14][C:15]([N:17]1[CH2:22][CH2:21][CH:20]([CH2:23][C:24]2[CH:29]=[CH:28][C:27]([F:30])=[CH:26][CH:25]=2)[CH2:19][CH2:18]1)=[O:16]. (3) Given the product [CH3:15][C:16]1[NH:20][N:19]=[C:18]([N:21]2[CH:7]=[CH:6][C:5]3[C:10](=[CH:11][CH:12]=[CH:13][C:4]=3[N+:1]([O-:3])=[O:2])[C:9]2=[O:14])[CH:17]=1, predict the reactants needed to synthesize it. The reactants are: [N+:1]([C:4]1[CH:13]=[CH:12][CH:11]=[C:10]2[C:5]=1[CH:6]=[CH:7]O[C:9]2=[O:14])([O-:3])=[O:2].[CH3:15][C:16]1[NH:20][N:19]=[C:18]([NH2:21])[CH:17]=1. (4) Given the product [F:16][C:15]([F:18])([F:17])[S:12]([O:1][C:2]1[CH:11]=[CH:10][CH:9]=[C:8]2[C:3]=1[CH:4]=[CH:5][CH:6]=[N:7]2)(=[O:14])=[O:13], predict the reactants needed to synthesize it. The reactants are: [OH:1][C:2]1[CH:11]=[CH:10][CH:9]=[C:8]2[C:3]=1[CH:4]=[CH:5][CH:6]=[N:7]2.[S:12](O[S:12]([C:15]([F:18])([F:17])[F:16])(=[O:14])=[O:13])([C:15]([F:18])([F:17])[F:16])(=[O:14])=[O:13].C(#N)C. (5) The reactants are: [C:1]([O:7][CH2:8][CH3:9])(=[O:6])[CH2:2][C:3]([CH3:5])=[O:4].[H-].[Na+].[Br:12][C:13]1[CH:18]=[CH:17][C:16]([CH2:19]Br)=[CH:15][CH:14]=1.C([O-])(O)=O.[Na+]. Given the product [Br:12][C:13]1[CH:18]=[CH:17][C:16]([CH2:19][C:2]([CH2:19][C:16]2[CH:15]=[CH:14][C:13]([Br:12])=[CH:18][CH:17]=2)([C:3](=[O:4])[CH3:5])[C:1]([O:7][CH2:8][CH3:9])=[O:6])=[CH:15][CH:14]=1, predict the reactants needed to synthesize it. (6) The reactants are: [Br:1][C:2]1[C:3]([OH:10])=[C:4]([CH:7]=[CH:8][CH:9]=1)[CH:5]=O.[NH2:11][C:12]1[CH:25]=[CH:24][C:15]2[C@H:16]([CH2:19][C:20]([O:22][CH3:23])=[O:21])[CH2:17][O:18][C:14]=2[CH:13]=1. Given the product [Br:1][C:2]1[C:3]([OH:10])=[C:4]([CH:5]=[N:11][C:12]2[CH:25]=[CH:24][C:15]3[C@H:16]([CH2:19][C:20]([O:22][CH3:23])=[O:21])[CH2:17][O:18][C:14]=3[CH:13]=2)[CH:7]=[CH:8][CH:9]=1, predict the reactants needed to synthesize it. (7) Given the product [Cl:28][C:22]1[N:23]=[CH:24][C:19]([C:17]([NH:16][C:14]2[CH:13]=[CH:12][C:9]3[CH2:10][CH2:11][N:5]([CH:1]4[CH2:4][CH2:3][CH2:2]4)[CH2:6][CH2:7][C:8]=3[CH:15]=2)=[O:18])=[N:20][CH:21]=1, predict the reactants needed to synthesize it. The reactants are: [CH:1]1([N:5]2[CH2:11][CH2:10][C:9]3[CH:12]=[CH:13][C:14]([NH:16][C:17]([C:19]4[CH:24]=[N:23][C:22](O)=[CH:21][N:20]=4)=[O:18])=[CH:15][C:8]=3[CH2:7][CH2:6]2)[CH2:4][CH2:3][CH2:2]1.P(Cl)(Cl)([Cl:28])=O.C(=O)([O-])[O-].[Na+].[Na+].